This data is from Full USPTO retrosynthesis dataset with 1.9M reactions from patents (1976-2016). The task is: Predict the reactants needed to synthesize the given product. (1) Given the product [CH2:41]([O:40][C:38]([NH:25][S:22]([C:14]1[S:15][C:16]([CH2:18][CH2:19][CH2:20][CH3:21])=[CH:17][C:13]=1[C:10]1[CH:11]=[CH:12][C:7]([CH2:6][N:1]2[CH:5]=[CH:4][N:3]=[CH:2]2)=[CH:8][CH:9]=1)(=[O:24])=[O:23])=[O:39])[CH2:42][CH2:43][CH3:44], predict the reactants needed to synthesize it. The reactants are: [N:1]1([CH2:6][C:7]2[CH:12]=[CH:11][C:10]([C:13]3[CH:17]=[C:16]([CH2:18][CH2:19][CH2:20][CH3:21])[S:15][C:14]=3[S:22]([NH2:25])(=[O:24])=[O:23])=[CH:9][CH:8]=2)[CH:5]=[CH:4][N:3]=[CH:2]1.N1(C2C=CC=CN=2)CCCC1.Cl[C:38]([O:40][CH2:41][CH2:42][CH2:43][CH3:44])=[O:39]. (2) Given the product [CH2:1]([O:3][C:4]([C:6]1[CH:14]=[C:13]2[C:9]([C:10]([CH:18]=[O:19])=[C:11]([CH:15]([CH3:16])[CH3:17])[N:12]2[CH2:23][C:24]2[CH:25]=[N:26][CH:27]=[CH:28][CH:29]=2)=[CH:8][CH:7]=1)=[O:5])[CH3:2], predict the reactants needed to synthesize it. The reactants are: [CH2:1]([O:3][C:4]([C:6]1[CH:14]=[C:13]2[C:9]([C:10]([CH:18]=[O:19])=[C:11]([CH:15]([CH3:17])[CH3:16])[NH:12]2)=[CH:8][CH:7]=1)=[O:5])[CH3:2].[H-].[Na+].Br[CH2:23][C:24]1[CH:25]=[N:26][CH:27]=[CH:28][CH:29]=1.